Dataset: Reaction yield outcomes from USPTO patents with 853,638 reactions. Task: Predict the reaction yield, written as a fraction of the theoretical maximum amount of product (1.0 means a 100% yield; for example, 0.34 means a 34% yield). (1) The reactants are Cl[C:2]1[CH:7]=[CH:6][C:5]([N+:8]([O-])=O)=[CH:4][N:3]=1.[NH2:11][CH:12]1[CH2:16][CH2:15][N:14]([C:17]([O:19][C:20]([CH3:23])([CH3:22])[CH3:21])=[O:18])[CH2:13]1. No catalyst specified. The product is [NH2:8][C:5]1[CH:6]=[CH:7][C:2]([NH:11][CH:12]2[CH2:16][CH2:15][N:14]([C:17]([O:19][C:20]([CH3:23])([CH3:22])[CH3:21])=[O:18])[CH2:13]2)=[N:3][CH:4]=1. The yield is 0.470. (2) The reactants are [NH:1]1[CH2:6][CH2:5][CH2:4][CH2:3][CH2:2]1.[CH3:7][C:8]1[CH:15]=[CH:14][CH:13]=[CH:12][C:9]=1[CH:10]=O.C([Cl:19])(=O)C. No catalyst specified. The product is [Cl-:19].[CH3:7][C:8]1[CH:15]=[CH:14][CH:13]=[CH:12][C:9]=1[CH:10]=[N+:1]1[CH2:6][CH2:5][CH2:4][CH2:3][CH2:2]1. The yield is 0.650. (3) The reactants are [Si]([O:8][C:9]1[CH:41]=[CH:40][C:12]2[N:13]([C:18]3[CH:23]=[CH:22][C:21]([CH2:24][CH2:25][NH:26][C:27]([NH:29][S:30]([C:33]4[CH:38]=[CH:37][C:36]([CH3:39])=[CH:35][CH:34]=4)(=[O:32])=[O:31])=[O:28])=[CH:20][CH:19]=3)[C:14]([CH2:16][CH3:17])=[N:15][C:11]=2[CH:10]=1)(C(C)(C)C)(C)C.[F-].C([N+](CCCC)(CCCC)CCCC)CCC. The catalyst is C1COCC1. The product is [CH2:16]([C:14]1[N:13]([C:18]2[CH:23]=[CH:22][C:21]([CH2:24][CH2:25][NH:26][C:27]([NH:29][S:30]([C:33]3[CH:38]=[CH:37][C:36]([CH3:39])=[CH:35][CH:34]=3)(=[O:32])=[O:31])=[O:28])=[CH:20][CH:19]=2)[C:12]2[CH:40]=[CH:41][C:9]([OH:8])=[CH:10][C:11]=2[N:15]=1)[CH3:17]. The yield is 0.920. (4) The reactants are CO[C:3]([C:5]1[N:6]([CH2:31][CH:32]=O)[CH:7]=[C:8]([C:20](=[O:30])[NH:21][CH2:22][C:23]2[CH:28]=[CH:27][C:26]([F:29])=[CH:25][CH:24]=2)[C:9](=[O:19])[C:10]=1[O:11][CH2:12][C:13]1[CH:18]=[CH:17][CH:16]=[CH:15][CH:14]=1)=[O:4].[NH2:34][C@@H:35]([CH3:45])[CH2:36][CH2:37][NH:38][CH:39]1[CH2:44][CH2:43][S:42][CH2:41][CH2:40]1.C(O)(=O)C. The catalyst is ClCCl. The product is [F:29][C:26]1[CH:25]=[CH:24][C:23]([CH2:22][NH:21][C:20]([C:8]2[C:9](=[O:19])[C:10]([O:11][CH2:12][C:13]3[CH:18]=[CH:17][CH:16]=[CH:15][CH:14]=3)=[C:5]3[C:3](=[O:4])[N:34]4[C@@H:35]([CH3:45])[CH2:36][CH2:37][N:38]([CH:39]5[CH2:44][CH2:43][S:42][CH2:41][CH2:40]5)[C@@H:32]4[CH2:31][N:6]3[CH:7]=2)=[O:30])=[CH:28][CH:27]=1. The yield is 0.490. (5) The reactants are [C:1]([O:8][CH3:9])(=[O:7])[CH2:2][C:3]([O:5][CH3:6])=[O:4].[H-].[Na+].F[C:13]1[CH:18]=[CH:17][C:16]([C:19]2[CH:24]=[CH:23][CH:22]=[C:21]([NH:25][C:26](=[O:31])[C:27]([F:30])([F:29])[F:28])[CH:20]=2)=[CH:15][C:14]=1[N+:32]([O-:34])=[O:33]. The catalyst is CS(C)=O. The product is [N+:32]([C:14]1[CH:15]=[C:16]([C:19]2[CH:24]=[CH:23][CH:22]=[C:21]([NH:25][C:26](=[O:31])[C:27]([F:28])([F:29])[F:30])[CH:20]=2)[CH:17]=[CH:18][C:13]=1[CH:2]([C:1]([O:8][CH3:9])=[O:7])[C:3]([O:5][CH3:6])=[O:4])([O-:34])=[O:33]. The yield is 0.500. (6) The reactants are [CH2:1]([NH:4][CH2:5][CH2:6][CH3:7])[CH2:2][CH3:3].CCN=C=NCCCN(C)C.C(N(C(C)C)CC)(C)C.[Br:28][C:29]1[CH:30]=[CH:31][C:32]2=[C:33]([CH:50]=1)[N:34]=[C:35]([NH:42][C:43]([O:45][C:46]([CH3:49])([CH3:48])[CH3:47])=[O:44])[CH2:36][C:37]([C:39](O)=[O:40])=[CH:38]2.C1C=CC2N(O)N=NC=2C=1. The catalyst is C(Cl)Cl.CCOCC. The product is [Br:28][C:29]1[CH:30]=[CH:31][C:32]2=[C:33]([CH:50]=1)[N:34]=[C:35]([NH:42][C:43](=[O:44])[O:45][C:46]([CH3:47])([CH3:49])[CH3:48])[CH2:36][C:37]([C:39](=[O:40])[N:4]([CH2:5][CH2:6][CH3:7])[CH2:1][CH2:2][CH3:3])=[CH:38]2. The yield is 0.760. (7) The catalyst is C1COCC1. The yield is 0.680. The product is [NH:1]1[C:5]2[CH:6]=[CH:7][CH:8]=[CH:9][C:4]=2[NH:3][C:2]1=[C:10]([C:11]([C:13]1[CH:18]=[CH:17][CH:16]=[C:15]([CH:19]2[CH2:20][O:21][C:32]([O:34][CH3:35])([CH3:33])[O:22]2)[CH:14]=1)=[O:12])[C:23]([C:25]1[CH:30]=[CH:29][CH:28]=[C:27]([F:31])[CH:26]=1)=[O:24]. The reactants are [NH:1]1[C:5]2[CH:6]=[CH:7][CH:8]=[CH:9][C:4]=2[NH:3][C:2]1=[C:10]([C:23]([C:25]1[CH:30]=[CH:29][CH:28]=[C:27]([F:31])[CH:26]=1)=[O:24])[C:11]([C:13]1[CH:18]=[CH:17][CH:16]=[C:15]([CH:19]([OH:22])[CH2:20][OH:21])[CH:14]=1)=[O:12].[C:32]([O-])([O-])([O:34][CH3:35])[CH3:33].C1(C)C=CC(S([O-])(=O)=O)=CC=1.[NH+]1C=CC=CC=1.